From a dataset of Reaction yield outcomes from USPTO patents with 853,638 reactions. Predict the reaction yield, written as a fraction of the theoretical maximum amount of product (1.0 means a 100% yield; for example, 0.34 means a 34% yield). (1) The reactants are [I:1][C:2]1[CH:3]=[C:4]2[C:8](=[CH:9][CH:10]=1)[NH:7][C:6](=[O:11])[C:5]2=O.[NH:13]([S:15]([C:18]1[CH:19]=[C:20]([CH:24]=[CH:25][CH:26]=1)[C:21]([OH:23])=[O:22])(=[O:17])=[O:16])[NH2:14]. The catalyst is C(O)(=O)C. The product is [I:1][C:2]1[CH:3]=[C:4]2[C:8](=[CH:9][CH:10]=1)[NH:7][C:6](=[O:11])[C:5]2=[N:14][NH:13][S:15]([C:18]1[CH:19]=[C:20]([CH:24]=[CH:25][CH:26]=1)[C:21]([OH:23])=[O:22])(=[O:16])=[O:17]. The yield is 0.710. (2) The reactants are [OH:1][C:2]1[CH:10]=[CH:9][C:8]([S:11]([N:14]2[CH:27]([CH3:28])[C:26]3[C:21](=[CH:22][CH:23]=[CH:24][CH:25]=3)[C:20]3[CH:19]=[CH:18][CH:17]=[CH:16][C:15]2=3)(=[O:13])=[O:12])=[CH:7][C:3]=1[C:4](O)=[O:5]. The catalyst is O1CCCC1. The product is [OH:5][CH2:4][C:3]1[CH:7]=[C:8]([S:11]([N:14]2[CH:27]([CH3:28])[C:26]3[C:21](=[CH:22][CH:23]=[CH:24][CH:25]=3)[C:20]3[CH:19]=[CH:18][CH:17]=[CH:16][C:15]2=3)(=[O:12])=[O:13])[CH:9]=[CH:10][C:2]=1[OH:1]. The yield is 0.350. (3) The reactants are [F:1][C:2]1[CH:7]=[CH:6][C:5]([F:8])=[CH:4][C:3]=1[O:9][C:10]1[CH:15]=[CH:14][C:13]([N+:16]([O-])=O)=[CH:12][CH:11]=1.O.NN. The catalyst is CO.[Ni]. The product is [F:1][C:2]1[CH:7]=[CH:6][C:5]([F:8])=[CH:4][C:3]=1[O:9][C:10]1[CH:11]=[CH:12][C:13]([NH2:16])=[CH:14][CH:15]=1. The yield is 0.930. (4) The reactants are [C:1]([O:5][C:6]([N:8]1[CH2:12][C@@H:11]([O:13][C:14]2[CH:19]=[CH:18][CH:17]=[CH:16][CH:15]=2)[CH2:10][C@H:9]1[CH2:20][OH:21])=[O:7])([CH3:4])([CH3:3])[CH3:2].CCN(CC)CC.CS(C)=O. The catalyst is C(Cl)Cl. The product is [C:1]([O:5][C:6]([N:8]1[CH2:12][C@@H:11]([O:13][C:14]2[CH:15]=[CH:16][CH:17]=[CH:18][CH:19]=2)[CH2:10][C@H:9]1[CH:20]=[O:21])=[O:7])([CH3:4])([CH3:3])[CH3:2]. The yield is 0.930. (5) The reactants are [C:1]([C:3]1[S:4][C:5]2[C:11]([C:12]#[N:13])=[C:10](/[N:14]=[CH:15]/[N:16](C)C)[CH:9]=[CH:8][C:6]=2[N:7]=1)#[N:2].N[C:20]1[CH:27]=[CH:26][C:23]([C:24]#[N:25])=[CH:22][CH:21]=1.[K+].[Br-]. The catalyst is C(Cl)Cl.CCOC(C)=O. The product is [C:24]([C:23]1[CH:26]=[CH:27][C:20]([NH:13][C:12]2[C:11]3[C:10](=[CH:9][CH:8]=[C:6]4[N:7]=[C:3]([C:1]#[N:2])[S:4][C:5]4=3)[N:14]=[CH:15][N:16]=2)=[CH:21][CH:22]=1)#[N:25]. The yield is 0.360. (6) The reactants are [CH:1]1([C:6]2[CH:7]=[C:8]([NH2:18])[CH:9]=[N:10][C:11]=2[O:12][CH2:13][C:14]([F:17])([F:16])[F:15])[CH2:5][CH2:4][CH2:3][CH2:2]1.[N:19]1[CH:24]=[CH:23][CH:22]=[CH:21][C:20]=1[C:25](O)=[O:26]. No catalyst specified. The product is [CH:1]1([C:6]2[CH:7]=[C:8]([NH:18][C:25]([C:20]3[CH:21]=[CH:22][CH:23]=[CH:24][N:19]=3)=[O:26])[CH:9]=[N:10][C:11]=2[O:12][CH2:13][C:14]([F:15])([F:16])[F:17])[CH2:2][CH2:3][CH2:4][CH2:5]1. The yield is 0.468. (7) The reactants are [CH3:1][CH:2]1[C:7]([CH3:19])([C:8]2[CH:13]=[CH:12][CH:11]=[C:10]([C:14]3[N:15]=[N:16][NH:17][CH:18]=3)[CH:9]=2)[CH2:6][CH2:5][NH:4][CH2:3]1.Br[CH2:21][CH2:22][O:23][C:24]1[CH:29]=[CH:28][CH:27]=[CH:26][CH:25]=1.C(=O)([O-])O.[Na+]. The catalyst is CN(C)C=O. The product is [CH3:1][CH:2]1[C:7]([CH3:19])([C:8]2[CH:13]=[CH:12][CH:11]=[C:10]([C:14]3[N:15]=[N:16][NH:17][CH:18]=3)[CH:9]=2)[CH2:6][CH2:5][N:4]([CH2:21][CH2:22][O:23][C:24]2[CH:29]=[CH:28][CH:27]=[CH:26][CH:25]=2)[CH2:3]1. The yield is 0.136.